From a dataset of Full USPTO retrosynthesis dataset with 1.9M reactions from patents (1976-2016). Predict the reactants needed to synthesize the given product. (1) Given the product [F:10][C:11]1[CH:19]=[CH:18][C:14]2=[N:15][N:16]([CH2:2][CH2:3][C:4]#[C:5][Si:6]([CH3:9])([CH3:8])[CH3:7])[N:17]=[C:13]2[CH:12]=1, predict the reactants needed to synthesize it. The reactants are: Br[CH2:2][CH2:3][C:4]#[C:5][Si:6]([CH3:9])([CH3:8])[CH3:7].[F:10][C:11]1[CH:19]=[CH:18][C:14]2[NH:15][N:16]=[N:17][C:13]=2[CH:12]=1.[OH-].[Na+]. (2) Given the product [Cl:22][C:20]1[C:19]([O:23][CH3:24])=[CH:18][C:17]([O:25][CH3:26])=[C:16]([CH2:15][CH2:14][C:5]2([CH:9]3[CH2:13][CH2:12][CH2:11][CH2:10]3)[O:4][C:3](=[O:27])[C:2]([S:61][C:59]3[N:58]([CH3:62])[C:57]4[CH:63]=[CH:64][C:54]([Cl:53])=[CH:55][C:56]=4[N:60]=3)=[C:7]([OH:8])[CH2:6]2)[CH:21]=1, predict the reactants needed to synthesize it. The reactants are: Cl[C:2]1[C:3](=[O:27])[O:4][C:5]([CH2:14][CH2:15][C:16]2[CH:21]=[C:20]([Cl:22])[C:19]([O:23][CH3:24])=[CH:18][C:17]=2[O:25][CH3:26])([CH:9]2[CH2:13][CH2:12][CH2:11][CH2:10]2)[CH2:6][C:7]=1[OH:8].ClC1C(=O)OC(CCC2C=CC(OC)=C(Cl)C=2)(C2CCCC2)CC=1O.[Cl:53][C:54]1[CH:64]=[CH:63][C:57]2[N:58]([CH3:62])[C:59]([SH:61])=[N:60][C:56]=2[CH:55]=1.ClC1C=CC2N(C(C)C)C(S)=NC=2C=1. (3) Given the product [C:1]([C:20]1[C:16]([CH3:15])=[C:17]([C:22]([O:24][CH2:25][CH3:26])=[O:23])[NH:18][C:19]=1[CH3:21])(=[O:8])[C:2]1[CH:7]=[CH:6][CH:5]=[CH:4][CH:3]=1, predict the reactants needed to synthesize it. The reactants are: [C:1](Cl)(=[O:8])[C:2]1[CH:7]=[CH:6][CH:5]=[CH:4][CH:3]=1.[Sn](Cl)(Cl)(Cl)Cl.[CH3:15][C:16]1[CH:20]=[C:19]([CH3:21])[NH:18][C:17]=1[C:22]([O:24][CH2:25][CH3:26])=[O:23]. (4) Given the product [C:9]([NH:1][C@H:2]([C:4]([OH:6])=[O:5])[CH3:3])(=[O:21])[CH2:10][CH2:11][CH2:12][CH2:13][CH2:14][CH2:15][CH2:16][CH2:17][CH2:18][CH2:19][CH3:20], predict the reactants needed to synthesize it. The reactants are: [NH2:1][C@H:2]([C:4]([OH:6])=[O:5])[CH3:3].[OH-].[Na+].[C:9](Cl)(=[O:21])[CH2:10][CH2:11][CH2:12][CH2:13][CH2:14][CH2:15][CH2:16][CH2:17][CH2:18][CH2:19][CH3:20].S(=O)(=O)(O)O. (5) Given the product [F:1][C:2]([F:7])([F:6])[C:3]([OH:5])=[O:4].[CH3:8][O:9][C:10]1[CH:11]=[C:12]2[C:16](=[CH:17][C:18]=1[O:19][CH3:20])[N:15]([CH2:21][CH2:22][N:23]([CH2:25][CH2:26][O:27][CH3:28])[CH3:24])[CH:14]=[C:13]2[C:29]1[NH:37][C:32]2=[N:33][CH:34]=[CH:35][CH:36]=[C:31]2[CH:30]=1, predict the reactants needed to synthesize it. The reactants are: [F:1][C:2]([F:7])([F:6])[C:3]([OH:5])=[O:4].[CH3:8][O:9][C:10]1[CH:11]=[C:12]2[C:16](=[CH:17][C:18]=1[O:19][CH3:20])[N:15]([CH2:21][CH2:22][N:23]([CH2:25][CH2:26][O:27][CH3:28])[CH3:24])[CH:14]=[C:13]2[C:29]1[N:37](S(C2C=CC(C)=CC=2)(=O)=O)[C:32]2=[N:33][CH:34]=[CH:35][CH:36]=[C:31]2[CH:30]=1.